This data is from Full USPTO retrosynthesis dataset with 1.9M reactions from patents (1976-2016). The task is: Predict the reactants needed to synthesize the given product. Given the product [CH3:8][O:9][C:10](=[O:44])[CH2:11][NH:12][C:13](=[O:43])[CH2:14][NH:15][C:16](=[O:42])[C@H:17]([CH:39]([CH3:40])[CH3:41])[NH:18][C:19](=[O:38])[C@H:20]([CH:35]([CH3:37])[CH3:36])[NH:21][C:22](=[O:34])[C@H:23]([CH2:25][O:26][CH2:27][C:28]1[CH:33]=[CH:32][CH:31]=[CH:30][CH:29]=1)[NH:24][C:58](=[O:59])[C@@H:57]1[CH2:61][CH2:62][CH2:63][N:56]1[C:54](=[O:55])[C@@H:53]1[CH2:64][CH2:65][CH2:66][N:52]1[C:50]([O:49][C:45]([CH3:46])([CH3:48])[CH3:47])=[O:51], predict the reactants needed to synthesize it. The reactants are: FC(F)(F)C(O)=O.[CH3:8][O:9][C:10](=[O:44])[CH2:11][NH:12][C:13](=[O:43])[CH2:14][NH:15][C:16](=[O:42])[C@H:17]([CH:39]([CH3:41])[CH3:40])[NH:18][C:19](=[O:38])[C@H:20]([CH:35]([CH3:37])[CH3:36])[NH:21][C:22](=[O:34])[C@H:23]([CH2:25][O:26][CH2:27][C:28]1[CH:33]=[CH:32][CH:31]=[CH:30][CH:29]=1)[NH2:24].[C:45]([O:49][C:50]([N:52]1[CH2:66][CH2:65][CH2:64][C@H:53]1[C:54]([N:56]1[CH2:63][CH2:62][CH2:61][C@H:57]1[C:58](O)=[O:59])=[O:55])=[O:51])([CH3:48])([CH3:47])[CH3:46].C1C=C2N=NN(O)C2=CC=1.O.C(N(CC)C(C)C)(C)C.CCN=C=NCCCN(C)C.Cl.